From a dataset of Forward reaction prediction with 1.9M reactions from USPTO patents (1976-2016). Predict the product of the given reaction. (1) Given the reactants [NH2:1][C:2]1[N:10]=[CH:9][N:8]=[C:7]2[C:3]=1[N:4]=[CH:5][N:6]2[CH:11]1[O:15][CH:14]([CH2:16][CH:17]([P:26](=[O:29])([OH:28])[OH:27])S(C2C=CC=CC=2)=O)[CH:13]([F:30])[CH:12]1[OH:31].C(N(CCCC)CCCC)CCC.C[Si](Cl)(C)C, predict the reaction product. The product is: [NH2:1][C:2]1[N:10]=[CH:9][N:8]=[C:7]2[C:3]=1[N:4]=[CH:5][N:6]2[CH:11]1[O:15][CH:14]([CH:16]=[CH:17][P:26](=[O:27])([OH:28])[OH:29])[CH:13]([F:30])[CH:12]1[OH:31]. (2) Given the reactants [CH3:1][O:2][C:3]1[CH:8]=[CH:7][C:6]([S:9](Cl)(=[O:11])=[O:10])=[CH:5][C:4]=1[N+:13]([O-:15])=[O:14].C(O)(=O)C(O)=O.[CH2:22]1[C:25]2([CH2:28][NH:27][CH2:26]2)[CH2:24][O:23]1.C(N(CC)CC)C, predict the reaction product. The product is: [CH3:1][O:2][C:3]1[CH:8]=[CH:7][C:6]([S:9]([N:27]2[CH2:28][C:25]3([CH2:22][O:23][CH2:24]3)[CH2:26]2)(=[O:11])=[O:10])=[CH:5][C:4]=1[N+:13]([O-:15])=[O:14]. (3) Given the reactants [S:1]1[C:5]([CH:6]=O)=[CH:4][N:3]=[CH:2]1.C1(P(C2C=CC=CC=2)(C2C=CC=CC=2)=[CH:15][C:16]([O:18][CH2:19][CH3:20])=[O:17])C=CC=CC=1, predict the reaction product. The product is: [S:1]1[C:5]([CH:6]=[CH:15][C:16]([O:18][CH2:19][CH3:20])=[O:17])=[CH:4][N:3]=[CH:2]1. (4) Given the reactants COC1C=CC(C2CCN(C3C=CC=C(OC)C=3)C2)=C(N)C=1.Cl.[N:24]1([CH2:31][CH2:32][O:33][C:34]2[CH:42]=[CH:41][C:37]([C:38](O)=O)=[CH:36][CH:35]=2)[CH2:30][CH2:29][CH2:28][CH2:27][CH2:26][CH2:25]1.N1(CCOC2C=C[C:56]([CH2:57][NH:58][C:59]3[CH:64]=[C:63]([O:65][CH3:66])[CH:62]=[CH:61][C:60]=3[CH:67]3[CH2:71][CH2:70][N:69]([C:72]4[CH:77]=[CH:76][CH:75]=[C:74]([O:78][CH3:79])[CH:73]=4)[CH2:68]3)=CC=2)CCCCCC1, predict the reaction product. The product is: [N:24]1([CH2:31][CH2:32][O:33][C:34]2[CH:42]=[CH:41][C:37]([CH2:38][CH2:56][CH2:57][NH:58][C:59]3[CH:64]=[C:63]([O:65][CH3:66])[CH:62]=[CH:61][C:60]=3[CH:67]3[CH2:71][CH2:70][N:69]([C:72]4[CH:77]=[CH:76][CH:75]=[C:74]([O:78][CH3:79])[CH:73]=4)[CH2:68]3)=[CH:36][CH:35]=2)[CH2:30][CH2:29][CH2:28][CH2:27][CH2:26][CH2:25]1.